Predict the reaction yield, written as a fraction of the theoretical maximum amount of product (1.0 means a 100% yield; for example, 0.34 means a 34% yield). From a dataset of Reaction yield outcomes from USPTO patents with 853,638 reactions. (1) The yield is 0.490. The reactants are [CH2:1]([CH:4]1[C:13]([C:14]2[CH:19]=[CH:18][C:17]([O:20]C(=O)C)=[CH:16][CH:15]=2)=[CH:12][C:11]2[C:6](=[CH:7][C:8]([O:24]C(=O)C)=[CH:9][CH:10]=2)[O:5]1)[CH:2]=[CH2:3].[OH-].[K+].C(O)(=O)C. The catalyst is CO.O. The product is [CH2:1]([CH:4]1[C:13]([C:14]2[CH:15]=[CH:16][C:17]([OH:20])=[CH:18][CH:19]=2)=[CH:12][C:11]2[C:6](=[CH:7][C:8]([OH:24])=[CH:9][CH:10]=2)[O:5]1)[CH:2]=[CH2:3]. (2) The reactants are [F:1][CH:2]([F:5])[CH2:3]I.[Br:6][C:7]1[CH:8]=[C:9]2[C:13](=[N:14][CH:15]=1)[NH:12][CH:11]=[CH:10]2.C(=O)([O-])[O-].[Cs+].[Cs+]. The catalyst is CN(C=O)C. The product is [Br:6][C:7]1[CH:8]=[C:9]2[CH:10]=[CH:11][N:12]([CH2:3][CH:2]([F:5])[F:1])[C:13]2=[N:14][CH:15]=1. The yield is 0.650. (3) The reactants are [CH3:1][O:2][C:3]1[C:4]([CH3:32])=[C:5]([C:23]([O:30][CH3:31])=[C:24]([O:28][CH3:29])[C:25]=1[O:26][CH3:27])[CH2:6][C:7]1[CH:16]=[CH:15][C:10]([C:11]([O:13]C)=[O:12])=[C:9]([C:17]2[CH:18]=[N:19][CH:20]=[CH:21][CH:22]=2)[CH:8]=1. The catalyst is [OH-].[Na+].O1CCOCC1.O. The product is [CH3:1][O:2][C:3]1[C:4]([CH3:32])=[C:5]([C:23]([O:30][CH3:31])=[C:24]([O:28][CH3:29])[C:25]=1[O:26][CH3:27])[CH2:6][C:7]1[CH:16]=[CH:15][C:10]([C:11]([OH:13])=[O:12])=[C:9]([C:17]2[CH:18]=[N:19][CH:20]=[CH:21][CH:22]=2)[CH:8]=1. The yield is 0.660. (4) The reactants are [F:1][C:2]([C:5]1[CH:9]=[C:8]([NH2:10])[N:7]([C:11]2[CH:16]=[CH:15][CH:14]=[CH:13][CH:12]=2)[N:6]=1)([F:4])[CH3:3].C(=O)([O-])[O-].[K+].[K+].Cl[C:24]([O:26][C:27]1[CH:32]=[CH:31][CH:30]=[CH:29][CH:28]=1)=[O:25]. The catalyst is ClCCl. The product is [F:1][C:2]([C:5]1[CH:9]=[C:8]([NH:10][C:24](=[O:25])[O:26][C:27]2[CH:32]=[CH:31][CH:30]=[CH:29][CH:28]=2)[N:7]([C:11]2[CH:16]=[CH:15][CH:14]=[CH:13][CH:12]=2)[N:6]=1)([F:4])[CH3:3]. The yield is 0.490.